This data is from Catalyst prediction with 721,799 reactions and 888 catalyst types from USPTO. The task is: Predict which catalyst facilitates the given reaction. (1) Reactant: [H-].[Na+].[CH2:3]([OH:7])[C:4]#[C:5][CH3:6].Cl[C:9]1[N:14]=[CH:13][N:12]=[C:11]([N:15]2[CH2:21][C@@H:20]([CH3:22])[CH2:19][CH2:18][CH2:17][C@@H:16]2[CH3:23])[CH:10]=1.[Cl-].[NH4+]. Product: [CH2:3]([O:7][C:9]1[N:14]=[CH:13][N:12]=[C:11]([N:15]2[CH2:21][C@@H:20]([CH3:22])[CH2:19][CH2:18][CH2:17][C@@H:16]2[CH3:23])[CH:10]=1)[C:4]#[C:5][CH3:6]. The catalyst class is: 7. (2) The catalyst class is: 25. Reactant: [F:1][C:2]([F:18])([F:17])[C:3]([NH:5][C@H:6]1[C:15]2[C:10](=[CH:11][CH:12]=[CH:13][CH:14]=2)[C:9](=[O:16])[CH2:8][CH2:7]1)=[O:4].CN(C=O)C.C(N(CC)CC)C.C(O)=O. Product: [F:1][C:2]([F:17])([F:18])[C:3]([NH:5][C@H:6]1[C:15]2[C:10](=[CH:11][CH:12]=[CH:13][CH:14]=2)[C@H:9]([OH:16])[CH2:8][CH2:7]1)=[O:4]. (3) Reactant: [CH3:1][O:2][C:3](=[O:32])[CH:4]([N:17](C(OC(C)(C)C)=O)C(OC(C)(C)C)=O)[CH2:5][N:6]1[CH2:11][C:10]([CH3:13])([CH3:12])[C:9]2[NH:14][N:15]=[CH:16][C:8]=2[CH2:7]1.FC(F)(F)C(O)=O. Product: [CH3:1][O:2][C:3](=[O:32])[CH:4]([NH2:17])[CH2:5][N:6]1[CH2:11][C:10]([CH3:13])([CH3:12])[C:9]2[NH:14][N:15]=[CH:16][C:8]=2[CH2:7]1. The catalyst class is: 2. (4) Reactant: [C:1]([O:5][C:6]([N:8]1[CH2:13][CH2:12][CH2:11][C@H:10]([NH:14][C:15]([C:17]2[C:21]([NH:22][C:23]([NH2:25])=[O:24])=[CH:20][N:19]([C:26]3[CH:31]=[CH:30][CH:29]=[C:28]([F:32])[CH:27]=3)[CH:18]=2)=[O:16])[CH2:9]1)=[O:7])([CH3:4])([CH3:3])[CH3:2].[F:33][C:34]([F:38])([F:37])[CH2:35]N.C(OCC)(=O)C. Product: [C:1]([O:5][C:6]([N:8]1[CH2:13][CH2:12][CH2:11][C@H:10]([NH:14][C:15]([C:17]2[C:21]([NH:22][C:23]([NH:25][CH2:35][C:34]([F:38])([F:37])[F:33])=[O:24])=[CH:20][N:19]([C:26]3[CH:31]=[CH:30][CH:29]=[C:28]([F:32])[CH:27]=3)[CH:18]=2)=[O:16])[CH2:9]1)=[O:7])([CH3:4])([CH3:2])[CH3:3]. The catalyst class is: 2. (5) Reactant: Cl[C:2]1[N:3]=[CH:4][CH:5]=[C:6]2[C:11]=1[N:10]=[CH:9][C:8]([O:12][CH3:13])=[CH:7]2.[O:14]1[CH2:19][CH2:18][CH:17]=[C:16]([C:20]2[N:25]=[CH:24][C:23]3[O:26][C:27]4[C:32]([C@@:33]5([CH2:38][CH2:37][S:36][C:35]([NH2:39])=[N:34]5)[C:22]=3[CH:21]=2)=[CH:31][C:30]([NH2:40])=[CH:29][CH:28]=4)[CH2:15]1.S(=O)(=O)(O)O.[OH-].[Na+]. Product: [O:14]1[CH2:19][CH2:18][CH:17]=[C:16]([C:20]2[N:25]=[CH:24][C:23]3[O:26][C:27]4[C:32]([C@@:33]5([CH2:38][CH2:37][S:36][C:35]([NH2:39])=[N:34]5)[C:22]=3[CH:21]=2)=[CH:31][C:30]([NH:40][C:2]2[N:3]=[CH:4][CH:5]=[C:6]3[C:11]=2[N:10]=[CH:9][C:8]([O:12][CH3:13])=[CH:7]3)=[CH:29][CH:28]=4)[CH2:15]1. The catalyst class is: 32. (6) Reactant: C(=O)(O)[O-].[Na+].[NH2:6][C:7]1[CH:12]=[CH:11][C:10]([CH2:13][C:14]([O:16][CH3:17])=[O:15])=[CH:9][CH:8]=1.[C:18]([O:22][C:23](O[C:23]([O:22][C:18]([CH3:21])([CH3:20])[CH3:19])=[O:24])=[O:24])([CH3:21])([CH3:20])[CH3:19]. Product: [C:18]([O:22][C:23]([NH:6][C:7]1[CH:8]=[CH:9][C:10]([CH2:13][C:14]([O:16][CH3:17])=[O:15])=[CH:11][CH:12]=1)=[O:24])([CH3:21])([CH3:20])[CH3:19]. The catalyst class is: 1. (7) The catalyst class is: 99. Product: [ClH:56].[CH2:38]([N:19]([CH2:1][CH2:2][CH2:3][CH2:4][CH2:5][CH2:6][CH2:7][CH2:8][CH2:9][CH2:10][CH2:11][CH2:12][CH2:13][CH2:14][CH2:15][CH2:16][CH2:17][CH3:18])[C:20](=[O:37])[CH2:21][O:22][C:23](=[O:36])[CH2:24][NH2:25])[CH2:39][CH2:40][CH2:41][CH2:42][CH2:43][CH2:44][CH2:45][CH2:46][CH2:47][CH2:48][CH2:49][CH2:50][CH2:51][CH2:52][CH2:53][CH2:54][CH3:55]. Reactant: [CH2:1]([N:19]([CH2:38][CH2:39][CH2:40][CH2:41][CH2:42][CH2:43][CH2:44][CH2:45][CH2:46][CH2:47][CH2:48][CH2:49][CH2:50][CH2:51][CH2:52][CH2:53][CH2:54][CH3:55])[C:20](=[O:37])[CH2:21][O:22][C:23](=[O:36])[CH2:24][NH:25]C(OCC1C=CC=CC=1)=O)[CH2:2][CH2:3][CH2:4][CH2:5][CH2:6][CH2:7][CH2:8][CH2:9][CH2:10][CH2:11][CH2:12][CH2:13][CH2:14][CH2:15][CH2:16][CH2:17][CH3:18].[ClH:56].CO.